This data is from Experimentally validated miRNA-target interactions with 360,000+ pairs, plus equal number of negative samples. The task is: Binary Classification. Given a miRNA mature sequence and a target amino acid sequence, predict their likelihood of interaction. (1) The miRNA is hsa-miR-1976 with sequence CCUCCUGCCCUCCUUGCUGU. The protein sequence of the target gene is MGLETEKADVQLFMDDDSYSHHSGLEYADPEKFADSDQDRDPHRLNSHLKLGFEDVIAEPVTTHSFDKVWICSHALFEISKYVMYKFLTVFLAIPLAFIAGILFATLSCLHIWILMPFVKTCLMVLPSVQTIWKSVTDVIIAPLCTSVGRCFSSVSLQLSQD. Result: 1 (interaction). (2) The miRNA is hsa-miR-204-3p with sequence GCUGGGAAGGCAAAGGGACGU. The protein sequence of the target gene is MPHRKERPSGSSLHTHGSTGTAEGGNMSRLSLTRSPVSPLAAQGIPLPAQLTKSNAPVHIDVGGHMYTSSLATLTKYPDSRISRLFNGTEPIVLDSLKQHYFIDRDGEIFRYVLSFLRTSKLLLPDDFKDFSLLYEEARYYQLQPMVRELERWQQEQEQRRRSRACDCLVVRVTPDLGERIALSGEKALIEEVFPETGDVMCNSVNAGWNQDPTHVIRFPLNGYCRLNSVQVLERLFQRGFSVAASCGGGVDSSQFSEYVLCREERRPQPTPTAVRIKQEPLD. Result: 1 (interaction). (3) The protein sequence of the target gene is MATGGYRSGGSTTTDFLEEWKAKREKMRAKQNPAGPGSSGGDPAAKSPAGSLTPTAVAGTSELNHGPAGAAAPAAPAPGALNCAHGSSTLPRAAPGSRRAEDECPSAAAASGAPGSRGDEEEPDSAREKGRSSGPSARKGKGQIEKRKLREKRRSTGVVNIPAAECLDEYEDDEAGQKERKREDAITQQNTIQNEAATLPDPGTSYLPQDPSRTVPGRYKSTTSAPEDEISNRYPRTDRSGFSRHNRDANAPASFSSSSTLEKRIEDLEKEVVRERQENLRLVRLMQDKEEMIGKLKEEI.... Result: 0 (no interaction). The miRNA is hsa-miR-2682-3p with sequence CGCCUCUUCAGCGCUGUCUUCC. (4) The miRNA is mmu-miR-711 with sequence GGGACCCGGGGAGAGAUGUAAG. The protein sequence of the target gene is MTVRGAALAPDPASPTTTTASPSVSATPEGSPTAMEHPVFLMTTAAQAISGFFVWTALLITCHQIYMHLRCYSRPNEQRHIVRILFIVPIYAFDSWLSLLFFTNDQYYVYFGTVRDCYEAFVIYNFLSLCYEYLGGESAIMSEIRGKAIESSCMYGTCCLWGKTYSIGFLRFCKQATLQFCVVKPLMAVSTVILQAFGKYRDGDFDVTSGYLYVTIIYNISVSLALYALFLFYFATRELLSPYSPVLKFFMVKSVIFLSFWQGMLLAILEKCGAIPKINSARVSVGEGTVAAGYQDFIIC.... Result: 0 (no interaction).